The task is: Predict the reactants needed to synthesize the given product.. This data is from Full USPTO retrosynthesis dataset with 1.9M reactions from patents (1976-2016). (1) The reactants are: [Cl:1][C:2]1[CH:3]=[C:4]([C@@H:16]([NH:23][C:24](=[O:44])[CH2:25][NH:26][C:27](=[O:43])[C:28]2[CH:33]=[C:32]([NH:34][C:35]3[NH:36][CH2:37][CH:38]([OH:41])[CH2:39][N:40]=3)[CH:31]=[C:30]([OH:42])[CH:29]=2)[CH2:17][C:18]([O:20]CC)=[O:19])[CH:5]=[C:6]([C:8]2([C:14]#[N:15])[CH2:13][CH2:12][O:11][CH2:10][CH2:9]2)[CH:7]=1.O.[OH-].[Li+].ClCCl. Given the product [Cl:1][C:2]1[CH:3]=[C:4]([C@@H:16]([NH:23][C:24](=[O:44])[CH2:25][NH:26][C:27](=[O:43])[C:28]2[CH:33]=[C:32]([NH:34][C:35]3[NH:40][CH2:39][CH:38]([OH:41])[CH2:37][N:36]=3)[CH:31]=[C:30]([OH:42])[CH:29]=2)[CH2:17][C:18]([OH:20])=[O:19])[CH:5]=[C:6]([C:8]2([C:14]#[N:15])[CH2:13][CH2:12][O:11][CH2:10][CH2:9]2)[CH:7]=1, predict the reactants needed to synthesize it. (2) Given the product [C:19]1([C:25]2[CH:26]=[C:27]([CH:28]=[CH:29][CH:30]=2)[O:31][C:2]2[CH:7]=[C:6]([O:8][CH2:9][C:10]#[C:11][CH3:12])[N:5]=[CH:4][N:3]=2)[CH:20]=[CH:21][CH:22]=[CH:23][CH:24]=1, predict the reactants needed to synthesize it. The reactants are: Cl[C:2]1[CH:7]=[C:6]([O:8][CH2:9][C:10]#[C:11][CH3:12])[N:5]=[CH:4][N:3]=1.C(=O)([O-])[O-].[K+].[K+].[C:19]1([C:25]2[CH:26]=[C:27]([OH:31])[CH:28]=[CH:29][CH:30]=2)[CH:24]=[CH:23][CH:22]=[CH:21][CH:20]=1.[Cl-].[NH4+]. (3) Given the product [ClH:34].[NH2:7][C@H:8]([C:14]([N:16]1[CH2:17][CH:18]([F:20])[CH2:19]1)=[O:15])[CH2:9][CH2:10][CH2:11][CH2:12][NH:13][C:32]([C:23]1[CH:24]=[N:25][C:26]2[C:31](=[CH:30][CH:29]=[CH:28][CH:27]=2)[N:22]=1)=[O:33], predict the reactants needed to synthesize it. The reactants are: C(OC(=O)[NH:7][C@H:8]([C:14]([N:16]1[CH2:19][CH:18]([F:20])[CH2:17]1)=[O:15])[CH2:9][CH2:10][CH2:11][CH2:12][NH2:13])(C)(C)C.[N:22]1[C:31]2[C:26](=[CH:27][CH:28]=[CH:29][CH:30]=2)[N:25]=[CH:24][C:23]=1[C:32]([Cl:34])=[O:33].